This data is from Peptide-MHC class I binding affinity with 185,985 pairs from IEDB/IMGT. The task is: Regression. Given a peptide amino acid sequence and an MHC pseudo amino acid sequence, predict their binding affinity value. This is MHC class I binding data. (1) The peptide sequence is KNFLKQVYFES. The MHC is H-2-Db with pseudo-sequence H-2-Db. The binding affinity (normalized) is 0.254. (2) The peptide sequence is PHPVVVRTL. The MHC is HLA-B08:02 with pseudo-sequence HLA-B08:02. The binding affinity (normalized) is 0.0847. (3) The peptide sequence is ISDVKVLAAR. The MHC is HLA-A03:01 with pseudo-sequence HLA-A03:01. The binding affinity (normalized) is 0.396. (4) The peptide sequence is KIPNDNIIE. The MHC is HLA-A02:01 with pseudo-sequence HLA-A02:01. The binding affinity (normalized) is 0.0847. (5) The peptide sequence is GERSRCYSL. The MHC is HLA-B44:03 with pseudo-sequence HLA-B44:03. The binding affinity (normalized) is 0.